This data is from Full USPTO retrosynthesis dataset with 1.9M reactions from patents (1976-2016). The task is: Predict the reactants needed to synthesize the given product. Given the product [C:42]([O:41][C:39]([N:16]1[C:17]2[C:22](=[C:21]([NH:23][C:24]3[C:32]4[C:27](=[CH:28][N:29]=[CH:30][CH:31]=4)[O:26][C:25]=3[C:33]3[N:38]=[CH:37][CH:36]=[CH:35][N:34]=3)[CH:20]=[CH:19][CH:18]=2)[C:14]([CH2:13][CH2:12][C:11]([OH:7])=[O:10])=[N:15]1)=[O:40])([CH3:45])([CH3:44])[CH3:43], predict the reactants needed to synthesize it. The reactants are: CC(=CC)C.Cl([O-])=[O:7].[Na+].[O:10]=[CH:11][CH2:12][CH2:13][C:14]1[C:22]2[C:17](=[CH:18][CH:19]=[CH:20][C:21]=2[NH:23][C:24]2[C:32]3[C:27](=[CH:28][N:29]=[CH:30][CH:31]=3)[O:26][C:25]=2[C:33]2[N:38]=[CH:37][CH:36]=[CH:35][N:34]=2)[N:16]([C:39]([O:41][C:42]([CH3:45])([CH3:44])[CH3:43])=[O:40])[N:15]=1.